This data is from Catalyst prediction with 721,799 reactions and 888 catalyst types from USPTO. The task is: Predict which catalyst facilitates the given reaction. (1) Reactant: Cl[C:2]1[N:11]=[C:10]([N:12]([C:14]2[CH:19]=[CH:18][C:17]([O:20][CH3:21])=[CH:16][CH:15]=2)[CH3:13])[C:9]2[C:4](=[CH:5][CH:6]=[CH:7][CH:8]=2)[N:3]=1.C(N(C(C)C)CC)(C)C.[CH2:31]([NH2:36])[CH2:32][CH2:33][CH2:34][NH2:35]. Product: [NH2:35][CH2:34][CH2:33][CH2:32][CH2:31][NH:36][C:2]1[N:11]=[C:10]([N:12]([C:14]2[CH:19]=[CH:18][C:17]([O:20][CH3:21])=[CH:16][CH:15]=2)[CH3:13])[C:9]2[C:4](=[CH:5][CH:6]=[CH:7][CH:8]=2)[N:3]=1. The catalyst class is: 51. (2) Reactant: [Br:1][C:2]1[CH:3]=[CH:4][C:5]2[C:6]3[N:14]([NH:15][CH:16]([CH3:18])[CH3:17])[C:13]([CH2:19][CH2:20][CH3:21])=[N:12][C:7]=3[CH:8]=[N:9][C:10]=2[CH:11]=1.C1C=C(Cl)C=C(C(OO)=O)C=1.[OH-].[NH4+:34].C1(C)C=CC(S(Cl)(=O)=O)=CC=1. Product: [Br:1][C:2]1[CH:3]=[CH:4][C:5]2[C:6]3[N:14]([NH:15][CH:16]([CH3:17])[CH3:18])[C:13]([CH2:19][CH2:20][CH3:21])=[N:12][C:7]=3[C:8]([NH2:34])=[N:9][C:10]=2[CH:11]=1. The catalyst class is: 146. (3) Reactant: [Br:1][C:2]1[CH:3]=[C:4](Br)[C:5]2[N:6]([C:8]([I:11])=[CH:9][N:10]=2)[N:7]=1.[CH3:13][S-:14].[Na+].O. Product: [Br:1][C:2]1[CH:3]=[C:4]([S:14][CH3:13])[C:5]2[N:6]([C:8]([I:11])=[CH:9][N:10]=2)[N:7]=1. The catalyst class is: 37. (4) Reactant: S([N:11]1[CH2:17][CH2:16][CH:15]([NH:18][C:19](=[O:25])[O:20][C:21]([CH3:24])([CH3:23])[CH3:22])[CH2:14][C:13]2[CH:26]=[CH:27][CH:28]=[CH:29][C:12]1=2)(C1C=CC(C)=CC=1)(=O)=O.[Mg]. Product: [NH:11]1[CH2:17][CH2:16][CH:15]([NH:18][C:19](=[O:25])[O:20][C:21]([CH3:23])([CH3:24])[CH3:22])[CH2:14][C:13]2[CH:26]=[CH:27][CH:28]=[CH:29][C:12]1=2. The catalyst class is: 5. (5) Reactant: C(OC(=O)[NH:7][C@H:8]([C:18](=[O:28])[NH:19][CH2:20][C:21]1[CH:22]=[N:23][C:24]([NH2:27])=[CH:25][CH:26]=1)[CH2:9][C:10]1[CH:15]=[CH:14][C:13]([F:16])=[C:12]([F:17])[CH:11]=1)(C)(C)C.[ClH:30]. Product: [ClH:30].[ClH:30].[NH2:7][C@@H:8]([CH2:9][C:10]1[CH:15]=[CH:14][C:13]([F:16])=[C:12]([F:17])[CH:11]=1)[C:18]([NH:19][CH2:20][C:21]1[CH:22]=[N:23][C:24]([NH2:27])=[CH:25][CH:26]=1)=[O:28]. The catalyst class is: 12. (6) Reactant: [Cl:1][C:2]1[CH:7]=[CH:6][C:5]([C@@:8]2([OH:35])[C@H:13]([O:14][Si](C)(C)C)[C@@H:12]([O:19][Si](C)(C)C)[C@H:11]([O:24][Si](C)(C)C)[C@@H:10]([CH2:29][O:30][Si](C)(C)C)[O:9]2)=[CH:4][C:3]=1[CH2:36][C:37]1[CH:42]=[CH:41][C:40]([O:43][CH2:44][CH3:45])=[C:39]([F:46])[C:38]=1[F:47].[CH3:48]S(O)(=O)=O.C(=O)(O)[O-].[Na+]. Product: [Cl:1][C:2]1[CH:7]=[CH:6][C:5]([C@@:8]2([O:35][CH3:48])[C@H:13]([OH:14])[C@@H:12]([OH:19])[C@H:11]([OH:24])[C@@H:10]([CH2:29][OH:30])[O:9]2)=[CH:4][C:3]=1[CH2:36][C:37]1[CH:42]=[CH:41][C:40]([O:43][CH2:44][CH3:45])=[C:39]([F:46])[C:38]=1[F:47]. The catalyst class is: 83. (7) Reactant: [CH3:1][CH:2]([CH3:8])/[CH:3]=[CH:4]/[C:5]([OH:7])=O.C(Cl)(=O)C(Cl)=O.Cl.[CH3:16][C:17]1[C:22]([CH:23]2[CH2:28][CH2:27][NH:26][CH2:25][CH2:24]2)=[CH:21][CH:20]=[CH:19][N:18]=1.CCN(C(C)C)C(C)C. Product: [CH3:8][CH:2]([CH3:1])/[CH:3]=[CH:4]/[C:5]([N:26]1[CH2:27][CH2:28][CH:23]([C:22]2[C:17]([CH3:16])=[N:18][CH:19]=[CH:20][CH:21]=2)[CH2:24][CH2:25]1)=[O:7]. The catalyst class is: 139.